This data is from Reaction yield outcomes from USPTO patents with 853,638 reactions. The task is: Predict the reaction yield, written as a fraction of the theoretical maximum amount of product (1.0 means a 100% yield; for example, 0.34 means a 34% yield). (1) The reactants are Br[C:2]1[CH:3]=[C:4]([NH:17][S:18]([CH2:21][CH3:22])(=[O:20])=[O:19])[CH:5]=[C:6]([O:8][C:9]2[CH:14]=[CH:13][C:12]([F:15])=[CH:11][C:10]=2[F:16])[CH:7]=1.[CH3:23][N:24]1[CH:29]=[C:28](B2OC(C)(C)C(C)(C)O2)[CH:27]=[C:26]([CH3:39])[C:25]1=[O:40].[O-]P([O-])([O-])=O.[K+].[K+].[K+]. The catalyst is O1CCOCC1.O.C1C=CC(P(C2C=CC=CC=2)[C-]2C=CC=C2)=CC=1.C1C=CC(P(C2C=CC=CC=2)[C-]2C=CC=C2)=CC=1.Cl[Pd]Cl.[Fe+2]. The product is [F:16][C:10]1[CH:11]=[C:12]([F:15])[CH:13]=[CH:14][C:9]=1[O:8][C:6]1[CH:5]=[C:4]([NH:17][S:18]([CH2:21][CH3:22])(=[O:20])=[O:19])[CH:3]=[C:2]([C:28]2[CH:27]=[C:26]([CH3:39])[C:25](=[O:40])[N:24]([CH3:23])[CH:29]=2)[CH:7]=1. The yield is 0.940. (2) The reactants are [N+:1]([C:4]1[C:13]2[C:8](=[CH:9][CH:10]=[CH:11][CH:12]=2)[C:7]([O:14][CH:15]([C:17]2[CH:22]=[CH:21][N:20]=[C:19]([NH2:23])[CH:18]=2)[CH3:16])=[CH:6][CH:5]=1)([O-])=O.[H][H]. The catalyst is CO.CC(O)=O.[Pt]. The product is [NH2:1][C:4]1[C:13]2[C:8](=[CH:9][CH:10]=[CH:11][CH:12]=2)[C:7]([O:14][CH:15]([C:17]2[CH:22]=[CH:21][N:20]=[C:19]([NH2:23])[CH:18]=2)[CH3:16])=[CH:6][CH:5]=1. The yield is 0.990. (3) The reactants are Br[C:2]1[CH:15]=[C:14]([CH3:16])[C:5]([O:6][Si:7]([C:10]([CH3:13])([CH3:12])[CH3:11])([CH3:9])[CH3:8])=[C:4]([CH3:17])[CH:3]=1.[Cl-].[CH:19]1([Zn+])[CH2:21][CH2:20]1. The catalyst is C1COCC1.C1C=CC([P]([Pd]([P](C2C=CC=CC=2)(C2C=CC=CC=2)C2C=CC=CC=2)([P](C2C=CC=CC=2)(C2C=CC=CC=2)C2C=CC=CC=2)[P](C2C=CC=CC=2)(C2C=CC=CC=2)C2C=CC=CC=2)(C2C=CC=CC=2)C2C=CC=CC=2)=CC=1. The product is [C:10]([Si:7]([O:6][C:5]1[C:14]([CH3:16])=[CH:15][C:2]([CH:19]2[CH2:21][CH2:20]2)=[CH:3][C:4]=1[CH3:17])([CH3:9])[CH3:8])([CH3:13])([CH3:12])[CH3:11]. The yield is 0.630.